Predict the reaction yield, written as a fraction of the theoretical maximum amount of product (1.0 means a 100% yield; for example, 0.34 means a 34% yield). From a dataset of Reaction yield outcomes from USPTO patents with 853,638 reactions. (1) The reactants are [C:1]([C:4]1[CH:9]=[CH:8][C:7]([C:10]2[N:14]3[CH:15]=[C:16]([C:19]4[CH:29]=[CH:28][C:22]([C:23]([O:25]CC)=[O:24])=[CH:21][CH:20]=4)[N:17]=[CH:18][C:13]3=[N:12][CH:11]=2)=[CH:6][CH:5]=1)(=[O:3])[NH2:2].O[Li].O. The catalyst is C1COCC1.CO. The product is [C:1]([C:4]1[CH:5]=[CH:6][C:7]([C:10]2[N:14]3[CH:15]=[C:16]([C:19]4[CH:29]=[CH:28][C:22]([C:23]([OH:25])=[O:24])=[CH:21][CH:20]=4)[N:17]=[CH:18][C:13]3=[N:12][CH:11]=2)=[CH:8][CH:9]=1)(=[O:3])[NH2:2]. The yield is 0.930. (2) The reactants are C([O:8][C:9]1[C:14](=[O:15])[N:13]([CH3:16])[C:12]([NH:17][S:18]([CH2:21][C:22]2[CH:27]=[CH:26][C:25]([CH3:28])=[CH:24][CH:23]=2)(=[O:20])=[O:19])=[N:11][C:10]=1[C:29]([NH:31][CH3:32])=[O:30])C1C=CC=CC=1.CO. The catalyst is [Pd].C(OCC)(=O)C. The product is [CH3:32][NH:31][C:29]([C:10]1[N:11]=[C:12]([NH:17][S:18]([CH2:21][C:22]2[CH:23]=[CH:24][C:25]([CH3:28])=[CH:26][CH:27]=2)(=[O:20])=[O:19])[N:13]([CH3:16])[C:14](=[O:15])[C:9]=1[OH:8])=[O:30]. The yield is 0.700. (3) The reactants are [CH3:1][C:2]1([CH3:21])[CH2:6][C:5](=[O:7])[N:4]([C:8]([O:10][CH2:11][C:12]2[CH:17]=[CH:16][CH:15]=[CH:14][CH:13]=2)=[O:9])[N:3]1[CH2:18][C:19]#[CH:20].[BH4-].[Na+].OS(O)(=O)=O. The catalyst is C1COCC1.CCO. The product is [OH:7][CH:5]1[N:4]([C:8]([O:10][CH2:11][C:12]2[CH:17]=[CH:16][CH:15]=[CH:14][CH:13]=2)=[O:9])[N:3]([CH2:18][C:19]#[CH:20])[C:2]([CH3:21])([CH3:1])[CH2:6]1. The yield is 0.760. (4) The reactants are C1N=CN([C:6](N2C=NC=C2)=[O:7])C=1.[NH2:13][C:14]1[C:19]([CH2:20][NH:21][CH2:22][C:23]([O:25][CH2:26][CH3:27])=[O:24])=[CH:18][C:17]([Br:28])=[CH:16][N:15]=1. The catalyst is O1CCOCC1. The product is [Br:28][C:17]1[CH:16]=[N:15][C:14]2[NH:13][C:6](=[O:7])[N:21]([CH2:22][C:23]([O:25][CH2:26][CH3:27])=[O:24])[CH2:20][C:19]=2[CH:18]=1. The yield is 0.560. (5) The reactants are [F:1][C:2]([F:15])([F:14])[C:3]([NH:5][C:6]1[CH:11]=[CH:10][C:9]([O:12][CH3:13])=[CH:8][CH:7]=1)=O.P([Cl:32])(OC1C=CC=CC=1)(OC1C=CC=CC=1)=O.C(N(CC)CC)C.C(#N)C. The catalyst is C(OCC)(=O)C. The product is [CH3:13][O:12][C:9]1[CH:10]=[CH:11][C:6]([N:5]=[C:3]([Cl:32])[C:2]([F:15])([F:14])[F:1])=[CH:7][CH:8]=1. The yield is 0.836. (6) The reactants are [CH3:1][C:2]1([CH3:12])[CH2:7][CH2:6][C:5]([CH3:9])([CH3:8])[CH2:4][CH:3]1[CH:10]=O.[F:13][C:14]1[CH:15]=[C:16]([CH:18]=[CH:19][CH:20]=1)[NH2:17].C(O)(=O)C.C([BH3-])#N.[Na+]. The product is [F:13][C:14]1[CH:15]=[C:16]([CH:18]=[CH:19][CH:20]=1)[NH:17][CH2:10][CH:3]1[CH2:4][C:5]([CH3:9])([CH3:8])[CH2:6][CH2:7][C:2]1([CH3:12])[CH3:1]. The yield is 0.260. The catalyst is CO.